Dataset: Full USPTO retrosynthesis dataset with 1.9M reactions from patents (1976-2016). Task: Predict the reactants needed to synthesize the given product. (1) The reactants are: [F:1][C:2]1[CH:3]=[C:4]2[C:9](=[C:10]([O:13][C:14]([F:17])([F:16])[F:15])[C:11]=1[F:12])N(C1C=CC(CN3CCCC3)=CC=1)[CH:7]=[C:6]([C:30]([O:32][CH2:33][CH3:34])=[O:31])[C:5]2=[O:35].[CH3:36][C@H:37]1[CH2:42][CH2:41][CH2:40][CH2:39][N:38]1[CH2:43][C:44]1[CH:50]=[CH:49][C:47]([NH2:48])=[CH:46][CH:45]=1. Given the product [F:1][C:2]1[CH:3]=[C:4]2[C:9](=[C:10]([O:13][C:14]([F:17])([F:16])[F:15])[C:11]=1[F:12])[N:48]([C:47]1[CH:46]=[CH:45][C:44]([CH2:43][N:38]3[CH2:39][CH2:40][CH2:41][CH2:42][C@@H:37]3[CH3:36])=[CH:50][CH:49]=1)[CH:7]=[C:6]([C:30]([O:32][CH2:33][CH3:34])=[O:31])[C:5]2=[O:35], predict the reactants needed to synthesize it. (2) Given the product [C:24]([O:7][C:6](=[O:8])[C:5]1[CH:9]=[CH:10][C:2]([Br:1])=[C:3]([CH3:11])[CH:4]=1)([CH3:27])([CH3:25])[CH3:23], predict the reactants needed to synthesize it. The reactants are: [Br:1][C:2]1[CH:10]=[CH:9][C:5]([C:6]([OH:8])=[O:7])=[CH:4][C:3]=1[CH3:11].S(Cl)(Cl)=O.C(N(CC)CC)C.[CH3:23][C:24]([CH3:27])([O-])[CH3:25].[Li+]. (3) Given the product [CH:1]1([CH2:6][CH:7]([N:11]2[C:16](=[O:17])[CH:15]=[C:14]([O:18][CH3:19])[CH:13]=[N:12]2)[C:8]([NH:54][C:50]2[S:49][CH:53]=[CH:52][N:51]=2)=[O:10])[CH2:2][CH2:3][CH2:4][CH2:5]1, predict the reactants needed to synthesize it. The reactants are: [CH:1]1([CH2:6][CH:7]([N:11]2[C:16](=[O:17])[CH:15]=[C:14]([O:18][CH3:19])[CH:13]=[N:12]2)[C:8]([OH:10])=O)[CH2:5][CH2:4][CH2:3][CH2:2]1.[B-](F)(F)(F)F.CN(C(ON1C(=O)CCC1=O)=[N+](C)C)C.C(N(CC)C(C)C)(C)C.[S:49]1[CH:53]=[CH:52][N:51]=[C:50]1[NH2:54]. (4) Given the product [CH:1]([NH:4][CH:5]1[CH2:10][CH2:9][N:8]([CH2:22][C:17]2[CH:18]=[N:19][CH:20]=[CH:21][C:16]=2[O:15][CH3:14])[CH2:7][CH2:6]1)([CH3:3])[CH3:2], predict the reactants needed to synthesize it. The reactants are: [CH:1]([NH:4][CH:5]1[CH2:10][CH2:9][NH:8][CH2:7][CH2:6]1)([CH3:3])[CH3:2].ClCCl.[CH3:14][O:15][C:16]1[CH:21]=[CH:20][N:19]=[CH:18][C:17]=1[CH:22]=O.C(O[BH-](OC(=O)C)OC(=O)C)(=O)C.[Na+]. (5) Given the product [OH:7][CH2:6][C:5]1[CH:8]=[CH:9][C:2]([N:1]=[N:10][C:18]2[CH:19]=[CH:20][C:15]([OH:21])=[CH:16][CH:17]=2)=[CH:3][CH:4]=1, predict the reactants needed to synthesize it. The reactants are: [NH2:1][C:2]1[CH:9]=[CH:8][C:5]([CH2:6][OH:7])=[CH:4][CH:3]=1.[N:10]([O-])=O.[Na+].Cl.[C:15]1([OH:21])[CH:20]=[CH:19][CH:18]=[CH:17][CH:16]=1.CC([O-])=O.[Na+]. (6) Given the product [Cl:24][C:9]1[CH:8]=[C:7]([CH:5]([O:49][CH2:48][C:35]2([C:32]3[CH:31]=[CH:30][C:29]([F:28])=[CH:34][CH:33]=3)[CH2:36][CH2:37][N:38]([C:41]([O:43][C:44]([CH3:45])([CH3:46])[CH3:47])=[O:42])[CH2:39][CH2:40]2)[CH3:6])[C:15]2[C:11](=[CH:12][N:13]([CH2:16][O:17][CH2:18][CH2:19][Si:20]([CH3:22])([CH3:21])[CH3:23])[N:14]=2)[CH:10]=1, predict the reactants needed to synthesize it. The reactants are: ClC(Cl)(Cl)C(=N)O[CH:5]([C:7]1[C:15]2[C:11](=[CH:12][N:13]([CH2:16][O:17][CH2:18][CH2:19][Si:20]([CH3:23])([CH3:22])[CH3:21])[N:14]=2)[CH:10]=[C:9]([Cl:24])[CH:8]=1)[CH3:6].[F:28][C:29]1[CH:34]=[CH:33][C:32]([C:35]2([CH2:48][OH:49])[CH2:40][CH2:39][N:38]([C:41]([O:43][C:44]([CH3:47])([CH3:46])[CH3:45])=[O:42])[CH2:37][CH2:36]2)=[CH:31][CH:30]=1. (7) Given the product [NH2:2][C:3]1[N:4]=[C:5]([S:10][CH2:16][C:15]2[CH:18]=[CH:19][CH:20]=[C:21]([F:22])[C:14]=2[F:13])[N:6]=[C:7]([OH:9])[CH:8]=1, predict the reactants needed to synthesize it. The reactants are: O.[NH2:2][C:3]1[CH:8]=[C:7]([OH:9])[N:6]=[C:5]([SH:10])[N:4]=1.[OH-].[K+].[F:13][C:14]1[C:21]([F:22])=[CH:20][CH:19]=[CH:18][C:15]=1[CH2:16]Br. (8) Given the product [F:1][C:2]1[C:7]2[N:8]=[CH:9][S:10][C:6]=2[CH:5]=[C:4]([C:11]([O:13][CH3:14])=[O:12])[C:3]=1[NH:15][C:16]1[CH:21]=[CH:20][C:19]([I:30])=[CH:18][C:17]=1[F:22], predict the reactants needed to synthesize it. The reactants are: [F:1][C:2]1[C:7]2[N:8]=[CH:9][S:10][C:6]=2[CH:5]=[C:4]([C:11]([O:13][CH3:14])=[O:12])[C:3]=1[NH:15][C:16]1[CH:21]=[CH:20][CH:19]=[CH:18][C:17]=1[F:22].C1C(=O)N([I:30])C(=O)C1. (9) Given the product [CH3:9][O:10][C:11]1[CH:12]=[C:13]([CH:15]=[CH:16][CH:17]=1)[N:14]=[CH:7][C:2]1[CH:3]=[CH:4][CH:5]=[CH:6][N:1]=1, predict the reactants needed to synthesize it. The reactants are: [N:1]1[CH:6]=[CH:5][CH:4]=[CH:3][C:2]=1[CH:7]=O.[CH3:9][O:10][C:11]1[CH:12]=[C:13]([CH:15]=[CH:16][CH:17]=1)[NH2:14].